From a dataset of Reaction yield outcomes from USPTO patents with 853,638 reactions. Predict the reaction yield, written as a fraction of the theoretical maximum amount of product (1.0 means a 100% yield; for example, 0.34 means a 34% yield). (1) The reactants are Cl.[Cl:2][C:3]1[CH:4]=[C:5]([N:10]([CH2:23][CH2:24][CH2:25][N:26]2[CH2:31][CH2:30][CH:29]([CH2:32][C:33]3[CH:38]=[CH:37][C:36]([C:39]4[N:40]=[N:41][N:42](C(C5C=CC=CC=5)(C5C=CC=CC=5)C5C=CC=CC=5)[N:43]=4)=[CH:35][CH:34]=3)[CH2:28][CH2:27]2)[C:11]([CH:13]2[CH2:18][CH2:17][N:16]([S:19]([CH3:22])(=[O:21])=[O:20])[CH2:15][CH2:14]2)=[O:12])[CH:6]=[CH:7][C:8]=1[Cl:9]. The catalyst is C(OCC)(=O)C.C(OCC)(=O)C.CO. The product is [ClH:2].[Cl:2][C:3]1[CH:4]=[C:5]([N:10]([CH2:23][CH2:24][CH2:25][N:26]2[CH2:27][CH2:28][CH:29]([CH2:32][C:33]3[CH:34]=[CH:35][C:36]([C:39]4[N:40]=[N:41][NH:42][N:43]=4)=[CH:37][CH:38]=3)[CH2:30][CH2:31]2)[C:11]([CH:13]2[CH2:14][CH2:15][N:16]([S:19]([CH3:22])(=[O:20])=[O:21])[CH2:17][CH2:18]2)=[O:12])[CH:6]=[CH:7][C:8]=1[Cl:9]. The yield is 0.970. (2) The reactants are Br[C:2]1[CH:3]=[C:4]([CH2:9][NH:10][C:11](=[O:37])[CH2:12][C:13]([NH:15][CH2:16][C:17]2[C:18]([NH:30][CH:31]3[CH2:36][CH2:35][O:34][CH2:33][CH2:32]3)=[C:19]3[CH:27]=[N:26][N:25]([CH2:28][CH3:29])[C:20]3=[N:21][C:22]=2[CH2:23][CH3:24])=[O:14])[CH:5]=[CH:6][C:7]=1[F:8].[CH:38]([C:40]1[CH:41]=[C:42](B(O)O)[CH:43]=[CH:44][CH:45]=1)=[O:39].C(=O)([O-])[O-].[Na+].[Na+]. The catalyst is O1CCOCC1.O.[Pd].C1(P(C2C=CC=CC=2)C2C=CC=CC=2)C=CC=CC=1.C1(P(C2C=CC=CC=2)C2C=CC=CC=2)C=CC=CC=1.C1(P(C2C=CC=CC=2)C2C=CC=CC=2)C=CC=CC=1.C1(P(C2C=CC=CC=2)C2C=CC=CC=2)C=CC=CC=1. The product is [CH2:28]([N:25]1[C:20]2=[N:21][C:22]([CH2:23][CH3:24])=[C:17]([CH2:16][NH:15][C:13](=[O:14])[CH2:12][C:11]([NH:10][CH2:9][C:4]3[CH:3]=[C:2]([C:44]4[CH:43]=[CH:42][CH:41]=[C:40]([CH:38]=[O:39])[CH:45]=4)[C:7]([F:8])=[CH:6][CH:5]=3)=[O:37])[C:18]([NH:30][CH:31]3[CH2:36][CH2:35][O:34][CH2:33][CH2:32]3)=[C:19]2[CH:27]=[N:26]1)[CH3:29]. The yield is 0.627. (3) The reactants are [CH2:1]([O:8][C:9]1[CH:14]=[CH:13][N:12]([CH2:15][C:16]2[CH:21]=[CH:20][CH:19]=[C:18]([F:22])[CH:17]=2)[C:11](=[O:23])[C:10]=1[C:24]#[C:25][Si](C)(C)C)[C:2]1[CH:7]=[CH:6][CH:5]=[CH:4][CH:3]=1.C(OC1C=CN(CC2C=CC=C(F)C=2)C(=O)C=1I)C1C=CC=CC=1.C(N(CC)CC)C. The catalyst is C(#N)C. The product is [CH2:1]([O:8][C:9]1[CH:14]=[CH:13][N:12]([CH2:15][C:16]2[CH:21]=[CH:20][CH:19]=[C:18]([F:22])[CH:17]=2)[C:11](=[O:23])[C:10]=1[C:24]#[CH:25])[C:2]1[CH:7]=[CH:6][CH:5]=[CH:4][CH:3]=1. The yield is 0.720. (4) The reactants are C(OC([N:8]1[CH2:13][CH2:12][CH:11]([S:14][C:15]2[C:20]([CH3:21])=[C:19]([Cl:22])[N:18]=[CH:17][N:16]=2)[CH2:10][CH2:9]1)=O)(C)(C)C.Cl. The catalyst is O1CCOCC1. The product is [Cl:22][C:19]1[C:20]([CH3:21])=[C:15]([S:14][CH:11]2[CH2:12][CH2:13][NH:8][CH2:9][CH2:10]2)[N:16]=[CH:17][N:18]=1. The yield is 0.990. (5) The reactants are [N:1]1([C:7]2[CH:12]=[CH:11][C:10]([NH:13][C:14](=[S:34])[NH:15][NH:16][C:17](=O)[C:18]3[CH:23]=[C:22]([Br:24])[C:21]([O:25][CH2:26][O:27][CH3:28])=[CH:20][C:19]=3[O:29][CH2:30][O:31][CH3:32])=[CH:9][CH:8]=2)[CH2:6][CH2:5][O:4][CH2:3][CH2:2]1.[OH-].[Na+]. No catalyst specified. The product is [Br:24][C:22]1[C:21]([O:25][CH2:26][O:27][CH3:28])=[CH:20][C:19]([O:29][CH2:30][O:31][CH3:32])=[C:18]([C:17]2[N:13]([C:10]3[CH:11]=[CH:12][C:7]([N:1]4[CH2:6][CH2:5][O:4][CH2:3][CH2:2]4)=[CH:8][CH:9]=3)[C:14](=[S:34])[NH:15][N:16]=2)[CH:23]=1. The yield is 0.356. (6) The reactants are [C:1]([O:5][C:6]([C:8]1[CH:13]=[CH:12][C:11]([S:14]([NH2:17])(=[O:16])=[O:15])=[CH:10][C:9]=1[OH:18])=[O:7])([CH3:4])([CH3:3])[CH3:2].[O:19]([C:26]([NH:28][C:29]1[C:30](=[CH:35][CH:36]=[CH:37][CH:38]=1)[C:31]([O:33][CH3:34])=[O:32])=O)C1C=CC=CC=1. No catalyst specified. The product is [C:1]([O:5][C:6]([C:8]1[CH:13]=[CH:12][C:11]([S:14]([NH:17][C:26]([NH:28][C:29]2[CH:38]=[CH:37][CH:36]=[CH:35][C:30]=2[C:31]([O:33][CH3:34])=[O:32])=[O:19])(=[O:16])=[O:15])=[CH:10][C:9]=1[OH:18])=[O:7])([CH3:4])([CH3:2])[CH3:3]. The yield is 0.780. (7) The reactants are Cl[C:2]1[N:7]=[C:6]2[CH:8]=[CH:9][S:10][C:5]2=[CH:4][C:3]=1[CH:11]=[O:12].[C:13]1(B(O)O)[CH:18]=[CH:17][CH:16]=[CH:15][CH:14]=1.C([O-])([O-])=O.[K+].[K+]. The catalyst is COCCOC.O.C1C=CC([P]([Pd]([P](C2C=CC=CC=2)(C2C=CC=CC=2)C2C=CC=CC=2)([P](C2C=CC=CC=2)(C2C=CC=CC=2)C2C=CC=CC=2)[P](C2C=CC=CC=2)(C2C=CC=CC=2)C2C=CC=CC=2)(C2C=CC=CC=2)C2C=CC=CC=2)=CC=1. The product is [C:13]1([C:2]2[N:7]=[C:6]3[CH:8]=[CH:9][S:10][C:5]3=[CH:4][C:3]=2[CH:11]=[O:12])[CH:18]=[CH:17][CH:16]=[CH:15][CH:14]=1. The yield is 0.860. (8) The reactants are [CH3:1][O:2][CH2:3][O:4][CH2:5][C:6]([C:8]1[CH:13]=[CH:12][CH:11]=[CH:10][CH:9]=1)=O.[F:14][C:15]1[CH:24]=[CH:23][C:22]([F:25])=[CH:21][C:16]=1[C:17](=[S:20])[NH:18][NH2:19]. The catalyst is CCO.C(Cl)Cl. The product is [F:14][C:15]1[CH:24]=[CH:23][C:22]([F:25])=[CH:21][C:16]=1[C:17]1[S:20][C:6]([CH2:5][O:4][CH2:3][O:2][CH3:1])([C:8]2[CH:13]=[CH:12][CH:11]=[CH:10][CH:9]=2)[NH:19][N:18]=1. The yield is 0.630. (9) The reactants are [CH2:1]([O:4][C:5]1([CH3:49])[CH2:10][CH2:9][N:8]([C:11]2[N:16]3[N:17]=[C:18]([C:20](=[O:36])[NH:21][CH2:22][C:23](=O)[CH2:24][C:25]4[CH:30]=[CH:29][CH:28]=[CH:27][C:26]=4[O:31][CH2:32][CH:33]=[CH2:34])[CH:19]=[C:15]3[N:14]=[C:13]([CH3:37])[C:12]=2[C@H:38]([O:44][C:45]([CH3:48])([CH3:47])[CH3:46])[C:39]([O:41][CH2:42][CH3:43])=[O:40])[CH2:7][CH2:6]1)[CH:2]=[CH2:3].C1C=CC(P(C2C=CC=CC=2)C2C=CC=CC=2)=CC=1.ClC(Cl)(Cl)C(Cl)(Cl)Cl. The catalyst is C(Cl)Cl. The product is [CH2:1]([O:4][C:5]1([CH3:49])[CH2:10][CH2:9][N:8]([C:11]2[N:16]3[N:17]=[C:18]([C:20]4[O:36][C:23]([CH2:24][C:25]5[CH:30]=[CH:29][CH:28]=[CH:27][C:26]=5[O:31][CH2:32][CH:33]=[CH2:34])=[CH:22][N:21]=4)[CH:19]=[C:15]3[N:14]=[C:13]([CH3:37])[C:12]=2[C@H:38]([O:44][C:45]([CH3:47])([CH3:48])[CH3:46])[C:39]([O:41][CH2:42][CH3:43])=[O:40])[CH2:7][CH2:6]1)[CH:2]=[CH2:3]. The yield is 0.685.